From a dataset of hERG potassium channel inhibition data for cardiac toxicity prediction from Karim et al.. Regression/Classification. Given a drug SMILES string, predict its toxicity properties. Task type varies by dataset: regression for continuous values (e.g., LD50, hERG inhibition percentage) or binary classification for toxic/non-toxic outcomes (e.g., AMES mutagenicity, cardiotoxicity, hepatotoxicity). Dataset: herg_karim. The molecule is NC(=O)c1cccc(OC2CC3CCC(C2)N3CCCc2ccccc2)c1. The result is 1 (blocker).